From a dataset of Full USPTO retrosynthesis dataset with 1.9M reactions from patents (1976-2016). Predict the reactants needed to synthesize the given product. (1) The reactants are: [CH:1]1([N:4]2[C:13]3[C:8](=[CH:9][CH:10]=[C:11](F)[C:12]=3[O:14][CH3:15])[C:7](=[O:17])[C:6]([C:18]([O:20]C(C3C(=O)C4C(=C(OC)C(F)=CC=4)N(C4CC4)C=3)=O)=[O:19])=[CH:5]2)[CH2:3][CH2:2]1.B(O)(O)O.[NH:44]1[CH2:47][CH:46]([NH:48][CH2:49][C@H:50]2[O:54][C:53](=[O:55])[N:52]([C:56]3[CH:57]=[CH:58][C:59]4[S:64][CH2:63][C:62](=[O:65])[NH:61][C:60]=4[CH:66]=3)[CH2:51]2)[CH2:45]1. Given the product [CH:1]1([N:4]2[C:13]3[C:8](=[CH:9][CH:10]=[C:11]([N:44]4[CH2:47][CH:46]([NH:48][CH2:49][C@H:50]5[O:54][C:53](=[O:55])[N:52]([C:56]6[CH:57]=[CH:58][C:59]7[S:64][CH2:63][C:62](=[O:65])[NH:61][C:60]=7[CH:66]=6)[CH2:51]5)[CH2:45]4)[C:12]=3[O:14][CH3:15])[C:7](=[O:17])[C:6]([C:18]([OH:20])=[O:19])=[CH:5]2)[CH2:3][CH2:2]1, predict the reactants needed to synthesize it. (2) Given the product [OH:19][CH:16]([C@H:14]1[CH2:15][N:11]([C@@H:9]([C:6]2[CH:7]=[CH:8][C:3]([O:2][CH3:1])=[CH:4][CH:5]=2)[CH3:10])[C:12](=[O:20])[CH2:13]1)[CH2:17][CH3:18], predict the reactants needed to synthesize it. The reactants are: [CH3:1][O:2][C:3]1[CH:8]=[CH:7][C:6]([C@H:9]([N:11]2[CH2:15][C@H:14]([C:16](=[O:19])[CH2:17][CH3:18])[CH2:13][C:12]2=[O:20])[CH3:10])=[CH:5][CH:4]=1.[BH4-].[Na+]. (3) Given the product [F:11][C:9]([F:12])([F:10])[C:7]1[CH:6]=[C:5]([CH2:13][O:14][C@@H:15]2[CH2:21][CH2:20][C@@H:19]3[N:22]([CH2:35][C:34]#[C:33][CH2:32][Cl:31])[C@@:16]2([C:23]2[CH:24]=[CH:25][CH:26]=[CH:27][CH:28]=2)[CH2:17][CH2:18]3)[CH:4]=[C:3]([C:2]([F:29])([F:1])[F:30])[CH:8]=1, predict the reactants needed to synthesize it. The reactants are: [F:1][C:2]([F:30])([F:29])[C:3]1[CH:4]=[C:5]([CH2:13][O:14][C@@H:15]2[CH2:21][CH2:20][C@@H:19]3[NH:22][C@@:16]2([C:23]2[CH:28]=[CH:27][CH:26]=[CH:25][CH:24]=2)[CH2:17][CH2:18]3)[CH:6]=[C:7]([C:9]([F:12])([F:11])[F:10])[CH:8]=1.[Cl:31][C:32]#[C:33][CH2:34][CH2:35]Cl.C(=O)([O-])[O-].[K+].[K+]. (4) Given the product [CH3:26][O:25][C:23]([C:20]1[N:18]([CH2:19][CH:39]([O:42][CH3:43])[O:38][CH3:37])[CH:17]=[C:5]([C:4]([O:3][CH2:1][CH3:2])=[O:21])[C:6](=[O:16])[C:7]=1[O:8][CH2:9][C:10]1[CH:15]=[CH:14][CH:13]=[CH:12][CH:11]=1)=[O:24], predict the reactants needed to synthesize it. The reactants are: [CH2:1]([O:3][C:4](=[O:21])[C:5](=[CH:17][N:18]([CH3:20])[CH3:19])[C:6](=[O:16])[CH2:7][O:8][CH2:9][C:10]1[CH:15]=[CH:14][CH:13]=[CH:12][CH:11]=1)[CH3:2].[C:23]([O:25][CH3:26])(=[O:24])[C:23]([O:25][CH3:26])=[O:24].C[O-].[Na+].C(O)(=O)C.[CH3:37][O:38][CH:39]([O:42][CH3:43])CN. (5) Given the product [CH3:8][C:4]1[CH:5]=[CH:6][CH:7]=[C:2]([CH3:1])[C:3]=1[NH:9][C:10](=[O:42])[CH2:11][N:12]1[CH2:13][CH2:14][N:15]([CH2:58][CH:56]([OH:57])[CH2:55][O:54][C:48]2[CH:47]=[C:46]3[C:51]([CH:52]=[CH:53][C:44]([CH3:43])=[N:45]3)=[CH:50][CH:49]=2)[CH2:16][CH2:17]1, predict the reactants needed to synthesize it. The reactants are: [CH3:1][C:2]1[CH:7]=[CH:6][CH:5]=[C:4]([CH3:8])[C:3]=1[NH:9][C:10](=[O:42])[CH2:11][N:12]1[CH2:17][CH2:16][N:15](CC(O)COC2C=CC3OC(C4C=CC=C(C(F)(F)F)C=4)=NC=3C=2)[CH2:14][CH2:13]1.[CH3:43][C:44]1[CH:53]=[CH:52][C:51]2[C:46](=[CH:47][C:48]([O:54][CH2:55][CH:56]3[CH2:58][O:57]3)=[CH:49][CH:50]=2)[N:45]=1. (6) Given the product [Cl:14][C:13]1[C:8]([C:5]2[N:4]=[C:3]([NH:16][CH2:17][CH:18]3[CH2:23][CH2:22][O:21][CH2:20][CH2:19]3)[C:2]([CH2:24][CH3:25])=[N:7][CH:6]=2)=[CH:9][C:10]([F:15])=[N:11][CH:12]=1, predict the reactants needed to synthesize it. The reactants are: Cl[C:2]1[C:3]([NH:16][CH2:17][CH:18]2[CH2:23][CH2:22][O:21][CH2:20][CH2:19]2)=[N:4][C:5]([C:8]2[C:13]([Cl:14])=[CH:12][N:11]=[C:10]([F:15])[CH:9]=2)=[CH:6][N:7]=1.[CH2:24](B(O)O)[CH3:25].C(=O)([O-])[O-].[Na+].[Na+].C(Cl)Cl.